This data is from Full USPTO retrosynthesis dataset with 1.9M reactions from patents (1976-2016). The task is: Predict the reactants needed to synthesize the given product. (1) Given the product [ClH:13].[CH3:15][O:7][C:6](=[O:8])[CH2:5][NH:4][CH2:3][CH:2]([OH:1])[CH2:9][CH3:10], predict the reactants needed to synthesize it. The reactants are: [OH:1][CH:2]([CH2:9][CH3:10])[CH2:3][NH:4][CH2:5][C:6]([OH:8])=[O:7].S(Cl)([Cl:13])=O.[CH3:15]O. (2) Given the product [Br:11][C:9]1[CH:8]=[CH:7][C:5]2[N:6]=[C:2]([NH:1][C:12](=[O:14])[CH3:13])[S:3][C:4]=2[CH:10]=1, predict the reactants needed to synthesize it. The reactants are: [NH2:1][C:2]1[S:3][C:4]2[CH:10]=[C:9]([Br:11])[CH:8]=[CH:7][C:5]=2[N:6]=1.[C:12](OC(=O)C)(=[O:14])[CH3:13]. (3) Given the product [CH3:12][NH:11][C:4]1[N:3]=[C:2]([NH:13][C:14]2[CH:15]=[CH:16][C:17]([C:18]([NH:20][CH2:21][CH2:22][CH3:23])=[O:19])=[CH:24][CH:25]=2)[NH:7][C:6]2=[N:8][CH:9]=[CH:10][C:5]=12, predict the reactants needed to synthesize it. The reactants are: Cl[C:2]1[NH:7][C:6]2=[N:8][CH:9]=[CH:10][C:5]2=[C:4]([NH:11][CH3:12])[N:3]=1.[NH2:13][C:14]1[CH:25]=[CH:24][C:17]([C:18]([NH:20][CH2:21][CH2:22][CH3:23])=[O:19])=[CH:16][CH:15]=1.C1(P(C2CCCCC2)C2C=CC=CC=2C2C(C(C)C)=CC(C(C)C)=CC=2C(C)C)CCCCC1.C(=O)([O-])[O-].[K+].[K+]. (4) Given the product [NH:2]1[CH:3]=[CH:4][C:5]([C:7]2[S:8][CH:9]=[CH:10][C:11]=2[NH:12][C:13](=[O:25])[CH2:14][C:15]2[C:24]3[C:19](=[CH:20][CH:21]=[CH:22][CH:23]=3)[CH:18]=[CH:17][CH:16]=2)=[N:28]1, predict the reactants needed to synthesize it. The reactants are: C[N:2](C)/[CH:3]=[CH:4]/[C:5]([C:7]1[S:8][CH:9]=[CH:10][C:11]=1[NH:12][C:13](=[O:25])[CH2:14][C:15]1[C:24]2[C:19](=[CH:20][CH:21]=[CH:22][CH:23]=2)[CH:18]=[CH:17][CH:16]=1)=O.O.[NH2:28]N.C(O)(=O)C. (5) Given the product [CH2:12]([O:11][C:9](=[O:10])[CH2:8][O:7][CH:4]1[CH2:3][CH2:2][N:1]([C:24]([O:26][C:27]2[CH:28]=[CH:29][C:30]([N+:33]([O-:35])=[O:34])=[CH:31][CH:32]=2)=[O:25])[CH2:6][CH2:5]1)[CH3:13], predict the reactants needed to synthesize it. The reactants are: [NH:1]1[CH2:6][CH2:5][CH:4]([O:7][CH2:8][C:9]([O:11][CH2:12][CH3:13])=[O:10])[CH2:3][CH2:2]1.CCN(C(C)C)C(C)C.Cl[C:24]([O:26][C:27]1[CH:32]=[CH:31][C:30]([N+:33]([O-:35])=[O:34])=[CH:29][CH:28]=1)=[O:25]. (6) Given the product [CH3:22][O:21][C:10]1[CH:11]=[C:12]([N:15]2[CH2:16][CH2:17][O:18][CH2:19][CH2:20]2)[CH:13]=[CH:14][C:9]=1[OH:8], predict the reactants needed to synthesize it. The reactants are: C([O:8][C:9]1[CH:14]=[CH:13][C:12]([N:15]2[CH2:20][CH2:19][O:18][CH2:17][CH2:16]2)=[CH:11][C:10]=1[O:21][CH3:22])C1C=CC=CC=1.